Dataset: Full USPTO retrosynthesis dataset with 1.9M reactions from patents (1976-2016). Task: Predict the reactants needed to synthesize the given product. Given the product [Br:1][C:2]1[CH:3]=[CH:4][C:5]2[C:10](=[CH:9][C:8]([O:12][C@H:24]3[CH2:29][CH2:28][C@@H:27]([C:30]([F:33])([F:32])[F:31])[CH2:26][CH2:25]3)=[CH:7][CH:6]=2)[CH:11]=1, predict the reactants needed to synthesize it. The reactants are: [Br:1][C:2]1[CH:11]=[C:10]2[C:5]([CH:6]=[CH:7][C:8]([OH:12])=[CH:9]2)=[CH:4][CH:3]=1.C([O-])([O-])=O.[Cs+].[Cs+].CS(O[C@H:24]1[CH2:29][CH2:28][C@@H:27]([C:30]([F:33])([F:32])[F:31])[CH2:26][CH2:25]1)(=O)=O.